The task is: Predict the reaction yield, written as a fraction of the theoretical maximum amount of product (1.0 means a 100% yield; for example, 0.34 means a 34% yield).. This data is from Reaction yield outcomes from USPTO patents with 853,638 reactions. (1) The reactants are [CH2:1]([C@@H:8]1[NH:13][CH2:12][CH2:11][N:10]([CH2:14][C:15]2[CH:20]=[CH:19][C:18]([C:21]3[CH:26]=[C:25]([CH3:27])[CH:24]=[CH:23][C:22]=3[Cl:28])=[CH:17][CH:16]=2)[CH2:9]1)[C:2]1[CH:7]=[CH:6][CH:5]=[CH:4][CH:3]=1.Br[CH2:30][CH3:31].C(N(CC)C(C)C)(C)C. The catalyst is C1COCC1. The product is [CH2:30]([N:13]1[CH2:12][CH2:11][N:10]([CH2:14][C:15]2[CH:20]=[CH:19][C:18]([C:21]3[CH:26]=[C:25]([CH3:27])[CH:24]=[CH:23][C:22]=3[Cl:28])=[CH:17][CH:16]=2)[CH2:9][C@@H:8]1[CH2:1][C:2]1[CH:7]=[CH:6][CH:5]=[CH:4][CH:3]=1)[CH3:31]. The yield is 0.510. (2) The reactants are [OH:1][CH:2]1[CH:6]([OH:7])[CH:5]([N:8]2[CH:16]=[N:15][C:14]3[C:13](=[O:17])[NH:12][C:11]([NH:18]C(=O)C(C)C)=[N:10][C:9]2=3)[O:4][CH:3]1[CH:24]=[CH:25][P:26](=[O:29])([OH:28])[OH:27]. The catalyst is [NH4+].[OH-]. The product is [NH2:18][C:11]1[NH:12][C:13](=[O:17])[C:14]2[N:15]=[CH:16][N:8]([CH:5]3[O:4][CH:3]([CH:24]=[CH:25][P:26](=[O:27])([OH:29])[OH:28])[CH:2]([OH:1])[CH:6]3[OH:7])[C:9]=2[N:10]=1. The yield is 0.540. (3) The reactants are [OH:1][CH2:2][C@H:3]1[C@@:7]([CH3:9])([OH:8])[CH:6]=[CH:5][CH2:4]1.C(=O)(O)[O-:11].[Na+].ClC1C=CC=C(C(OO)=O)C=1. The catalyst is C(Cl)Cl. The product is [OH:1][CH2:2][C@@H:3]1[CH2:4][C@H:5]2[C@H:6]([O:11]2)[C@:7]1([CH3:9])[OH:8]. The yield is 0.980. (4) The reactants are [N:1]1([S:6]([C:9]2[CH:10]=[C:11]([CH2:15][OH:16])[CH:12]=[CH:13][CH:14]=2)(=[O:8])=[O:7])[CH2:5][CH2:4][CH2:3][CH2:2]1. The catalyst is C(Cl)Cl.[O-2].[Mn+4].[O-2]. The product is [N:1]1([S:6]([C:9]2[CH:10]=[C:11]([CH:12]=[CH:13][CH:14]=2)[CH:15]=[O:16])(=[O:8])=[O:7])[CH2:2][CH2:3][CH2:4][CH2:5]1. The yield is 0.930. (5) The reactants are C(=O)([O-])[O-].[Cs+].[Cs+].[O:7]1[CH2:12][CH2:11][O:10][C:9]2[CH:13]=[C:14]([C:17]3[CH:24]=[CH:23][CH:22]=[C:21]([CH2:25][O:26][C:27]4[CH:32]=[C:31]([OH:33])[C:30]([CH:34]=[O:35])=[CH:29][C:28]=4[CH3:36])[C:18]=3[C:19]#[N:20])[CH:15]=[CH:16][C:8]1=2.Cl[CH2:38][C:39]1[CH:40]=[N:41][CH:42]=[C:43]([CH:46]=1)[C:44]#[N:45]. The catalyst is CN(C)C=O. The product is [C:19]([C:18]1[C:17]([C:14]2[CH:15]=[CH:16][C:8]3[O:7][CH2:12][CH2:11][O:10][C:9]=3[CH:13]=2)=[CH:24][CH:23]=[CH:22][C:21]=1[CH2:25][O:26][C:27]1[C:28]([CH3:36])=[CH:29][C:30]([CH:34]=[O:35])=[C:31]([CH:32]=1)[O:33][CH2:38][C:39]1[CH:40]=[N:41][CH:42]=[C:43]([CH:46]=1)[C:44]#[N:45])#[N:20]. The yield is 0.710. (6) The reactants are C([O:3][C:4]([CH:6]1[CH2:11][N:10]([CH:12]([C:19]2[CH:24]=[CH:23][CH:22]=[CH:21][CH:20]=2)[C:13]2[CH:18]=[CH:17][CH:16]=[CH:15][CH:14]=2)[CH2:9][CH2:8][N:7]1[C:25](=[O:40])[CH2:26][CH:27]([C:34]1[CH:39]=[CH:38][CH:37]=[CH:36][CH:35]=1)[C:28]1[CH:33]=[CH:32][CH:31]=[CH:30][CH:29]=1)=[O:5])C.O[Li].O. The catalyst is C1COCC1.CO.O. The product is [CH:12]([N:10]1[CH2:9][CH2:8][N:7]([C:25](=[O:40])[CH2:26][CH:27]([C:28]2[CH:33]=[CH:32][CH:31]=[CH:30][CH:29]=2)[C:34]2[CH:39]=[CH:38][CH:37]=[CH:36][CH:35]=2)[CH:6]([C:4]([OH:5])=[O:3])[CH2:11]1)([C:13]1[CH:14]=[CH:15][CH:16]=[CH:17][CH:18]=1)[C:19]1[CH:24]=[CH:23][CH:22]=[CH:21][CH:20]=1. The yield is 0.950. (7) The reactants are [Cl:1][C:2]1[CH:3]=[C:4]2[C:9](=[C:10](I)[CH:11]=1)[O:8][CH:7]([C:13]([F:16])([F:15])[F:14])[C:6]([C:17]([O-:19])=[O:18])=[CH:5]2.[F:20][C:21]1[CH:26]=[CH:25][C:24](B(O)O)=[CH:23][CH:22]=1.C([O-])([O-])=O.[K+].[K+]. The catalyst is C1C=CC([P]([Pd]([P](C2C=CC=CC=2)(C2C=CC=CC=2)C2C=CC=CC=2)([P](C2C=CC=CC=2)(C2C=CC=CC=2)C2C=CC=CC=2)[P](C2C=CC=CC=2)(C2C=CC=CC=2)C2C=CC=CC=2)(C2C=CC=CC=2)C2C=CC=CC=2)=CC=1. The product is [Cl:1][C:2]1[CH:3]=[C:4]2[C:9](=[C:10]([C:24]3[CH:25]=[CH:26][C:21]([F:20])=[CH:22][CH:23]=3)[CH:11]=1)[O:8][CH:7]([C:13]([F:16])([F:15])[F:14])[C:6]([C:17]([OH:19])=[O:18])=[CH:5]2. The yield is 0.340. (8) The reactants are [Cl-].O[NH3+:3].[C:4](=[O:7])([O-])[OH:5].[Na+].CS(C)=O.[CH2:13]([C:15]1[N:16]=[C:17]([CH2:44][CH2:45][CH3:46])[N:18]([CH2:29][C:30]2[CH:35]=[CH:34][C:33]([C:36]3[C:37]([C:42]#[N:43])=[CH:38][CH:39]=[CH:40][CH:41]=3)=[CH:32][CH:31]=2)[C:19](=[O:28])[C:20]=1[CH2:21][N:22]1[CH2:27][CH2:26][O:25][CH2:24][CH2:23]1)[CH3:14]. The catalyst is O. The product is [CH2:13]([C:15]1[N:16]=[C:17]([CH2:44][CH2:45][CH3:46])[N:18]([CH2:29][C:30]2[CH:35]=[CH:34][C:33]([C:36]3[CH:41]=[CH:40][CH:39]=[CH:38][C:37]=3[C:42]3[NH:3][C:4](=[O:7])[O:5][N:43]=3)=[CH:32][CH:31]=2)[C:19](=[O:28])[C:20]=1[CH2:21][N:22]1[CH2:23][CH2:24][O:25][CH2:26][CH2:27]1)[CH3:14]. The yield is 0.610. (9) The reactants are [Cl:1][C:2]1[CH:3]=[C:4]([CH:12]([CH2:25][CH:26]2[CH2:31][CH2:30][O:29][CH2:28][CH2:27]2)[C:13](=O)[CH2:14][CH2:15][C:16]([C:18]2[CH:23]=[CH:22][CH:21]=[CH:20][N:19]=2)=O)[CH:5]=[CH:6][C:7]=1[S:8]([CH3:11])(=[O:10])=[O:9].C([O-])(=O)C.[NH4+:36].C(=O)([O-])O.[Na+]. The catalyst is C(O)(=O)C.C(OCC)(=O)C. The product is [Cl:1][C:2]1[CH:3]=[C:4]([CH:12]([C:13]2[NH:36][C:16]([C:18]3[CH:23]=[CH:22][CH:21]=[CH:20][N:19]=3)=[CH:15][CH:14]=2)[CH2:25][CH:26]2[CH2:27][CH2:28][O:29][CH2:30][CH2:31]2)[CH:5]=[CH:6][C:7]=1[S:8]([CH3:11])(=[O:9])=[O:10]. The yield is 0.790. (10) The reactants are [C:1]([C:3]1[C:4]([C:20]([F:23])([F:22])[F:21])=[C:5]2[C:9](=[CH:10][CH:11]=1)[N:8]([CH2:12][C:13](=[NH:16])[NH:14][OH:15])[C:7]([CH2:17][CH2:18][CH3:19])=[CH:6]2)#[N:2].[F:24][C:25]([F:36])([F:35])[C:26]1[CH:34]=[CH:33][C:29]([C:30](Cl)=O)=[CH:28][CH:27]=1.C(N(CC)C(C)C)(C)C. The catalyst is C(#N)C. The product is [CH2:17]([C:7]1[N:8]([CH2:12][C:13]2[N:16]=[C:30]([C:29]3[CH:28]=[CH:27][C:26]([C:25]([F:24])([F:35])[F:36])=[CH:34][CH:33]=3)[O:15][N:14]=2)[C:9]2[C:5]([CH:6]=1)=[C:4]([C:20]([F:22])([F:23])[F:21])[C:3]([C:1]#[N:2])=[CH:11][CH:10]=2)[CH2:18][CH3:19]. The yield is 0.640.